This data is from NCI-60 drug combinations with 297,098 pairs across 59 cell lines. The task is: Regression. Given two drug SMILES strings and cell line genomic features, predict the synergy score measuring deviation from expected non-interaction effect. (1) Drug 1: CNC(=O)C1=CC=CC=C1SC2=CC3=C(C=C2)C(=NN3)C=CC4=CC=CC=N4. Drug 2: CN1C2=C(C=C(C=C2)N(CCCl)CCCl)N=C1CCCC(=O)O.Cl. Cell line: SF-539. Synergy scores: CSS=5.97, Synergy_ZIP=-6.19, Synergy_Bliss=-6.41, Synergy_Loewe=-9.14, Synergy_HSA=-5.38. (2) Drug 1: CN(C)C1=NC(=NC(=N1)N(C)C)N(C)C. Drug 2: C1CC(=O)NC(=O)C1N2C(=O)C3=CC=CC=C3C2=O. Cell line: UACC-257. Synergy scores: CSS=-0.996, Synergy_ZIP=1.87, Synergy_Bliss=4.37, Synergy_Loewe=0.119, Synergy_HSA=-0.657. (3) Drug 1: CN(CCCl)CCCl.Cl. Drug 2: CN(C(=O)NC(C=O)C(C(C(CO)O)O)O)N=O. Cell line: ACHN. Synergy scores: CSS=32.1, Synergy_ZIP=-1.10, Synergy_Bliss=-2.95, Synergy_Loewe=-36.5, Synergy_HSA=-4.12. (4) Drug 1: CCN(CC)CCCC(C)NC1=C2C=C(C=CC2=NC3=C1C=CC(=C3)Cl)OC. Drug 2: C1CC(=O)NC(=O)C1N2C(=O)C3=CC=CC=C3C2=O. Cell line: UO-31. Synergy scores: CSS=5.45, Synergy_ZIP=8.12, Synergy_Bliss=1.49, Synergy_Loewe=-1.66, Synergy_HSA=-1.46. (5) Drug 1: CC1CCC2CC(C(=CC=CC=CC(CC(C(=O)C(C(C(=CC(C(=O)CC(OC(=O)C3CCCCN3C(=O)C(=O)C1(O2)O)C(C)CC4CCC(C(C4)OC)OP(=O)(C)C)C)C)O)OC)C)C)C)OC. Drug 2: CCC1(C2=C(COC1=O)C(=O)N3CC4=CC5=C(C=CC(=C5CN(C)C)O)N=C4C3=C2)O. Cell line: NCI-H460. Synergy scores: CSS=58.7, Synergy_ZIP=5.32, Synergy_Bliss=3.21, Synergy_Loewe=4.35, Synergy_HSA=4.83.